Dataset: NCI-60 drug combinations with 297,098 pairs across 59 cell lines. Task: Regression. Given two drug SMILES strings and cell line genomic features, predict the synergy score measuring deviation from expected non-interaction effect. (1) Drug 1: C1=CC(=CC=C1CC(C(=O)O)N)N(CCCl)CCCl.Cl. Drug 2: COCCOC1=C(C=C2C(=C1)C(=NC=N2)NC3=CC=CC(=C3)C#C)OCCOC.Cl. Cell line: OVCAR-4. Synergy scores: CSS=1.68, Synergy_ZIP=0.450, Synergy_Bliss=3.54, Synergy_Loewe=-1.10, Synergy_HSA=-0.168. (2) Drug 1: C(=O)(N)NO. Drug 2: CC(C)NC(=O)C1=CC=C(C=C1)CNNC.Cl. Cell line: MCF7. Synergy scores: CSS=3.45, Synergy_ZIP=-1.55, Synergy_Bliss=-2.80, Synergy_Loewe=-1.29, Synergy_HSA=-2.43. (3) Drug 1: CC12CCC(CC1=CCC3C2CCC4(C3CC=C4C5=CN=CC=C5)C)O. Drug 2: CS(=O)(=O)OCCCCOS(=O)(=O)C. Cell line: NCI-H460. Synergy scores: CSS=4.30, Synergy_ZIP=-6.35, Synergy_Bliss=-4.81, Synergy_Loewe=-11.9, Synergy_HSA=-7.95.